This data is from Experimentally validated miRNA-target interactions with 360,000+ pairs, plus equal number of negative samples. The task is: Binary Classification. Given a miRNA mature sequence and a target amino acid sequence, predict their likelihood of interaction. (1) The miRNA is hsa-miR-6079 with sequence UUGGAAGCUUGGACCAACUAGCUG. The protein sequence of the target gene is MDRPVAAAAAASAASCEGAGGPGPGPGASWRPSRVAGGASASSRHPSIETLDSPTGSHVEWCKQLIAATISSQISGSVTSENVSRDYKALRDGNKLAQMEEAPLFPGESIKAIVKDVIYICPFMGAVSGTLTVTDFKMYFKNVERDPHFVLDVPLGVISRVEKIGAQSHGDNSCGIEIVCKDMRNLRLAYKQEEQRKLGIFENLNKHAFPLSNGQVLFAFNYKEKFPVNGWKVYDPVSEYKRQGLPNESWKISKINSNYEFCDTYPAIIVVPTSVKDDDLSKVAAFRAKGRVPVLSWIHP.... Result: 0 (no interaction). (2) The miRNA is hsa-miR-31-3p with sequence UGCUAUGCCAACAUAUUGCCAU. The protein sequence of the target gene is MGLPTVPGLLLSLVLLALLMGIHPSGVTGLVPSLGDREKRDSLCPQGKYVHSKNNSICCTKCHKGTYLVSDCPSPGRDTVCRECEKGTFTASQNYLRQCLSCKTCRKEMSQVEISPCQADKDTVCGCKENQFQRYLSETHFQCVDCSPCFNGTVTIPCKETQNTVCNCHAGFFLRESECVPCSHCKKNEECMKLCLPPPLANVTNPQDSGTAVLLPLVILLGLCLLSFIFISLMCRYPRWRPEVYSIICRDPVPVKEEKAGKPLTPAPSPAFSPTSGFNPTLGFSTPGFSSPVSSTPISP.... Result: 0 (no interaction). (3) The miRNA is hsa-miR-185-5p with sequence UGGAGAGAAAGGCAGUUCCUGA. The protein sequence of the target gene is MRPTWKALSHPAWPEEKNKQILVLGLDGAGKTSVLHSLASNRVQHSVAPTQGFHAVCINTEDSQMEFLEIGGSKPFRSYWEMYLSKGLLLIFVVDSADHSRLPEAKKYLHQLIAANPVLPLVVFANKQDLEAAYHITDIHEALALSEVGNDRKMFLFGTYLTKNGSEIPSTMQDAKDLIAQLAADVQ. Result: 1 (interaction). (4) The miRNA is hsa-miR-135b-5p with sequence UAUGGCUUUUCAUUCCUAUGUGA. The protein sequence of the target gene is MEAEDIQEELTCPICLDYFQDPVSIECGHNFCRGCLHRNWAPGGGPFPCPECRHPSAPAALRPNWALARLTEKTQRRRLGPVPPGLCGRHWEPLRLFCEDDQRPVCLVCRESQEHQTHAMAPIDEAFESYRTGNFDIHVDEWKRRLIRLLLYHFKQEEKLLKSQRNLVAKMKKVMHLQDVEVKNATQWKDKIKSQRMRISTEFSKLHNFLVEEEDLFLQRLNKEEEETKKKLNENTLKLNQTIASLKKLILEVGEKSQAPTLELLQNPKEVLTRSEIQDVNYSLEAVKVKTVCQIPLMKE.... Result: 1 (interaction). (5) The miRNA is hsa-miR-30e-5p with sequence UGUAAACAUCCUUGACUGGAAG. The protein sequence of the target gene is MLMPLCGLLWWWWCCCSGWYCYGLCAPAPQMLRHQGLLKCRCRMLFNDLKVFLLRRPPQAPLPMHGDPQPPGLAANNTLPALGAGGWAGWRGPREVVGREPPPVPPPPPLPPSSVEDDWGGPATEPPASLLSSASSDDFCKEKTEDRYSLGSSLDSGMRTPLCRICFQGPEQGELLSPCRCDGSVKCTHQPCLIKWISERGCWSCELCYYKYHVIAISTKNPLQWQAISLTVIEKVQVAAAILGSLFLIASISWLIWSTFSPSARWQRQDLLFQICYGMYGFMDVVCIGLIIHEGPSVYR.... Result: 1 (interaction). (6) The miRNA is mmu-miR-592-5p with sequence AUUGUGUCAAUAUGCGAUGAUGU. The protein sequence of the target gene is MLLGPASGSPSPLLASLTLPARPLQPPLDLKHLLAFHLNGTTPLSLFPNFSTMDPVQKAVISHTFGVPSPLKKKLFISCNICHLRFNSANQAEAHYKGHRHARKLKAVEAAKSKQRPRNPTTNGTVVSSASPPASGSPGTPQSKGPASPPLGPSLQLPPTPDPSAGDPVHSAGDPVHSELCDAAASSSSSSCPPCSPDPSREAPGPEPAEGAVGSGVNGEGRGEKGRLYCPTCKVTVNSASQLQAHNTGAKHRWMVEGHQGAPRRGRGRPVSRGGTGHKTKRVIGNRGGRQGPSPPFHCA.... Result: 1 (interaction).